This data is from Reaction yield outcomes from USPTO patents with 853,638 reactions. The task is: Predict the reaction yield, written as a fraction of the theoretical maximum amount of product (1.0 means a 100% yield; for example, 0.34 means a 34% yield). (1) The product is [C:12]([C:9]1[CH:8]=[CH:7][CH:6]=[C:5]2[C:10]=1[N:11]=[C:2]([NH:16][C:17]([CH3:28])([CH3:27])[CH2:18][NH:19][C:20](=[O:26])[O:21][C:22]([CH3:24])([CH3:23])[CH3:25])[C:3]([CH3:15])=[N:4]2)(=[O:14])[CH3:13]. The catalyst is CN1C(=O)CCC1.C(Cl)Cl. The reactants are F[C:2]1[C:3]([CH3:15])=[N:4][C:5]2[C:10]([N:11]=1)=[C:9]([C:12](=[O:14])[CH3:13])[CH:8]=[CH:7][CH:6]=2.[NH2:16][C:17]([CH3:28])([CH3:27])[CH2:18][NH:19][C:20](=[O:26])[O:21][C:22]([CH3:25])([CH3:24])[CH3:23].CCN(C(C)C)C(C)C. The yield is 0.650. (2) The reactants are [F:1][C:2]1[CH:7]=[C:6]([CH:8]=C)[C:5]([O:10][CH3:11])=[CH:4][C:3]=1[N+:12]([O-:14])=[O:13].N1C(C)=CC=CC=1C.I([O-])(=O)(=O)=[O:24].[Na+]. The catalyst is O1CCOCC1.O.[Os](=O)(=O)(=O)=O. The product is [F:1][C:2]1[C:3]([N+:12]([O-:14])=[O:13])=[CH:4][C:5]([O:10][CH3:11])=[C:6]([CH:7]=1)[CH:8]=[O:24]. The yield is 0.850. (3) The product is [F:1][C:2]1[CH:3]=[C:4]([C:10]2[C:14]([C:15]3[CH:20]=[CH:19][CH:18]=[CH:17][CH:16]=3)=[CH:13][S:12][C:11]=2[C:21]([O:23][CH3:24])=[O:22])[CH:5]=[CH:6][C:7]=1[S:8]([CH3:9])=[O:35]. The catalyst is ClCCl.CO. The yield is 0.810. The reactants are [F:1][C:2]1[CH:3]=[C:4]([C:10]2[C:14]([C:15]3[CH:20]=[CH:19][CH:18]=[CH:17][CH:16]=3)=[CH:13][S:12][C:11]=2[C:21]([O:23][CH3:24])=[O:22])[CH:5]=[CH:6][C:7]=1[S:8][CH3:9].O.O.O.O.O.O.C(O[O-])(=O)C1C(=CC=CC=1)C([O-])=[O:35].[Mg+2]. (4) The reactants are [Br:1][C:2]1[CH:9]=[CH:8][C:5]([C:6]#[N:7])=[C:4]([SH:10])[CH:3]=1.[OH:11]S(O)(=O)=O.C([O-])(O)=O.[Na+]. No catalyst specified. The product is [Br:1][C:2]1[CH:9]=[CH:8][C:5]2[C:6](=[O:11])[NH:7][S:10][C:4]=2[CH:3]=1. The yield is 0.940. (5) The reactants are [CH:1]1([CH2:6][CH:7]([N:11]2[C:19]3[C:14](=[CH:15][CH:16]=[C:17]([CH3:20])[CH:18]=3)[C:13](=O)[C:12]2=[O:22])[C:8]([OH:10])=[O:9])[CH2:5][CH2:4][CH2:3][CH2:2]1.O.NN. No catalyst specified. The product is [CH:1]1([CH2:6][CH:7]([N:11]2[C:19]3[C:14](=[CH:15][CH:16]=[C:17]([CH3:20])[CH:18]=3)[CH2:13][C:12]2=[O:22])[C:8]([OH:10])=[O:9])[CH2:5][CH2:4][CH2:3][CH2:2]1. The yield is 0.550.